From a dataset of Catalyst prediction with 721,799 reactions and 888 catalyst types from USPTO. Predict which catalyst facilitates the given reaction. (1) Product: [Cl:10][C:5]1[N:4]=[C:3]([C:11]([N:13]([O:15][CH3:16])[CH3:14])=[O:12])[C:2]([CH:17]=[CH2:18])=[C:7]([NH:8][CH3:9])[N:6]=1. The catalyst class is: 109. Reactant: Br[C:2]1[C:3]([C:11]([N:13]([O:15][CH3:16])[CH3:14])=[O:12])=[N:4][C:5]([Cl:10])=[N:6][C:7]=1[NH:8][CH3:9].[CH2:17]([Sn](CCCC)(CCCC)C=C)[CH2:18]CC. (2) Reactant: Cl.C(OC([NH:12][C@@H:13]1[CH2:17][CH2:16][C@@:15]([CH2:19][NH:20][C:21]([O:23][C:24]([CH3:27])([CH3:26])[CH3:25])=[O:22])([CH3:18])[C:14]1([CH3:29])[CH3:28])=O)C1C=CC=CC=1. Product: [NH2:12][C@@H:13]1[CH2:17][CH2:16][C@@:15]([CH2:19][NH:20][C:21](=[O:22])[O:23][C:24]([CH3:27])([CH3:26])[CH3:25])([CH3:18])[C:14]1([CH3:29])[CH3:28]. The catalyst class is: 5. (3) Reactant: [C:1]([C:5]1([C:11]([OH:13])=O)[CH2:10][CH2:9][CH2:8][CH2:7][CH2:6]1)([CH3:4])([CH3:3])[CH3:2].S(Cl)(Cl)=O.[NH2:18][C:19]1[CH:27]=[CH:26][C:22]([CH2:23][C:24]#[N:25])=[CH:21][CH:20]=1.C(N(CC)CC)C. Product: [C:1]([C:5]1([C:11]([NH:18][C:19]2[CH:27]=[CH:26][C:22]([CH2:23][C:24]#[N:25])=[CH:21][CH:20]=2)=[O:13])[CH2:6][CH2:7][CH2:8][CH2:9][CH2:10]1)([CH3:2])([CH3:3])[CH3:4]. The catalyst class is: 2. (4) Reactant: [CH3:1][C:2]([CH3:29])([CH3:28])[CH2:3][C:4]([C:6]1[N:7]=[C:8]([C:22]2[CH:27]=[CH:26][CH:25]=[CH:24][CH:23]=2)[N:9]2[CH2:14][CH2:13][N:12](C(OC(C)(C)C)=O)[CH2:11][C:10]=12)=[O:5].[C:30]([OH:36])([C:32]([F:35])([F:34])[F:33])=[O:31]. Product: [F:33][C:32]([F:35])([F:34])[C:30]([OH:36])=[O:31].[CH3:1][C:2]([CH3:29])([CH3:28])[CH2:3][C:4]([C:6]1[N:7]=[C:8]([C:22]2[CH:27]=[CH:26][CH:25]=[CH:24][CH:23]=2)[N:9]2[CH2:14][CH2:13][NH:12][CH2:11][C:10]=12)=[O:5].[C:30]([OH:36])([C:32]([F:35])([F:34])[F:33])=[O:31]. The catalyst class is: 2. (5) Reactant: [NH2:1][C:2]1[NH:3][C:4](=[O:22])[C:5]2[CH:10]=[C:9]([CH2:11][CH2:12][CH2:13][C:14]3[CH:15]=[C:16]([C:19]([OH:21])=O)[S:17][CH:18]=3)[NH:8][C:6]=2[N:7]=1.CN1CCOCC1.ClC1N=C(OC)N=C(OC)N=1.Cl.[CH2:42]([O:44][C:45](=[O:55])[C@H:46]([CH2:48][CH2:49][C:50]([O:52][CH2:53][CH3:54])=[O:51])[NH2:47])[CH3:43]. Product: [CH2:42]([O:44][C:45](=[O:55])[C@@H:46]([NH:47][C:19]([C:16]1[S:17][CH:18]=[C:14]([CH2:13][CH2:12][CH2:11][C:9]2[NH:8][C:6]3[N:7]=[C:2]([NH2:1])[NH:3][C:4](=[O:22])[C:5]=3[CH:10]=2)[CH:15]=1)=[O:21])[CH2:48][CH2:49][C:50]([O:52][CH2:53][CH3:54])=[O:51])[CH3:43]. The catalyst class is: 3.